This data is from NCI-60 drug combinations with 297,098 pairs across 59 cell lines. The task is: Regression. Given two drug SMILES strings and cell line genomic features, predict the synergy score measuring deviation from expected non-interaction effect. (1) Drug 1: C1=CC(=CC=C1CCC2=CNC3=C2C(=O)NC(=N3)N)C(=O)NC(CCC(=O)O)C(=O)O. Drug 2: C1C(C(OC1N2C=NC3=C2NC=NCC3O)CO)O. Cell line: SN12C. Synergy scores: CSS=15.8, Synergy_ZIP=-13.1, Synergy_Bliss=-7.42, Synergy_Loewe=-9.93, Synergy_HSA=-4.89. (2) Drug 1: C1=CC(=CC=C1CC(C(=O)O)N)N(CCCl)CCCl.Cl. Drug 2: CC1=C(C(=CC=C1)Cl)NC(=O)C2=CN=C(S2)NC3=CC(=NC(=N3)C)N4CCN(CC4)CCO. Cell line: CCRF-CEM. Synergy scores: CSS=32.6, Synergy_ZIP=3.54, Synergy_Bliss=6.11, Synergy_Loewe=2.04, Synergy_HSA=3.07. (3) Drug 1: C1=CC(=CC=C1CCC2=CNC3=C2C(=O)NC(=N3)N)C(=O)NC(CCC(=O)O)C(=O)O. Drug 2: CNC(=O)C1=NC=CC(=C1)OC2=CC=C(C=C2)NC(=O)NC3=CC(=C(C=C3)Cl)C(F)(F)F. Cell line: KM12. Synergy scores: CSS=55.4, Synergy_ZIP=-6.45, Synergy_Bliss=-11.7, Synergy_Loewe=-10.2, Synergy_HSA=-8.18. (4) Drug 1: CC12CCC(CC1=CCC3C2CCC4(C3CC=C4C5=CN=CC=C5)C)O. Drug 2: CC(C)NC(=O)C1=CC=C(C=C1)CNNC.Cl. Cell line: NCI-H322M. Synergy scores: CSS=-2.94, Synergy_ZIP=1.72, Synergy_Bliss=-1.49, Synergy_Loewe=-4.44, Synergy_HSA=-3.53. (5) Drug 1: CC1=C(C=C(C=C1)NC2=NC=CC(=N2)N(C)C3=CC4=NN(C(=C4C=C3)C)C)S(=O)(=O)N.Cl. Drug 2: C1=CC=C(C=C1)NC(=O)CCCCCCC(=O)NO. Cell line: UACC-257. Synergy scores: CSS=12.5, Synergy_ZIP=-4.30, Synergy_Bliss=-0.532, Synergy_Loewe=-16.4, Synergy_HSA=-1.02. (6) Drug 1: CNC(=O)C1=CC=CC=C1SC2=CC3=C(C=C2)C(=NN3)C=CC4=CC=CC=N4. Drug 2: CCC1=CC2CC(C3=C(CN(C2)C1)C4=CC=CC=C4N3)(C5=C(C=C6C(=C5)C78CCN9C7C(C=CC9)(C(C(C8N6C)(C(=O)OC)O)OC(=O)C)CC)OC)C(=O)OC.C(C(C(=O)O)O)(C(=O)O)O. Cell line: EKVX. Synergy scores: CSS=41.8, Synergy_ZIP=3.69, Synergy_Bliss=3.34, Synergy_Loewe=-1.64, Synergy_HSA=5.16. (7) Drug 1: CC1C(C(CC(O1)OC2CC(CC3=C2C(=C4C(=C3O)C(=O)C5=C(C4=O)C(=CC=C5)OC)O)(C(=O)C)O)N)O.Cl. Drug 2: C1=NC2=C(N1)C(=S)N=C(N2)N. Cell line: U251. Synergy scores: CSS=39.5, Synergy_ZIP=-13.5, Synergy_Bliss=-5.14, Synergy_Loewe=-2.27, Synergy_HSA=-1.39. (8) Drug 1: C1CN1P(=S)(N2CC2)N3CC3. Drug 2: CS(=O)(=O)CCNCC1=CC=C(O1)C2=CC3=C(C=C2)N=CN=C3NC4=CC(=C(C=C4)OCC5=CC(=CC=C5)F)Cl. Cell line: SW-620. Synergy scores: CSS=12.2, Synergy_ZIP=-2.60, Synergy_Bliss=-0.173, Synergy_Loewe=-3.04, Synergy_HSA=-2.09. (9) Drug 1: C1=CC=C(C(=C1)C(C2=CC=C(C=C2)Cl)C(Cl)Cl)Cl. Drug 2: C(CC(=O)O)C(=O)CN.Cl. Cell line: HOP-62. Synergy scores: CSS=13.5, Synergy_ZIP=-3.82, Synergy_Bliss=1.16, Synergy_Loewe=-5.06, Synergy_HSA=-0.829.